This data is from NCI-60 drug combinations with 297,098 pairs across 59 cell lines. The task is: Regression. Given two drug SMILES strings and cell line genomic features, predict the synergy score measuring deviation from expected non-interaction effect. (1) Drug 1: C1=CC(=CC=C1CCCC(=O)O)N(CCCl)CCCl. Drug 2: CC1=CC=C(C=C1)C2=CC(=NN2C3=CC=C(C=C3)S(=O)(=O)N)C(F)(F)F. Cell line: EKVX. Synergy scores: CSS=-4.09, Synergy_ZIP=-6.46, Synergy_Bliss=-16.2, Synergy_Loewe=-13.5, Synergy_HSA=-12.8. (2) Drug 1: CCCS(=O)(=O)NC1=C(C(=C(C=C1)F)C(=O)C2=CNC3=C2C=C(C=N3)C4=CC=C(C=C4)Cl)F. Drug 2: C1=CC=C(C(=C1)C(C2=CC=C(C=C2)Cl)C(Cl)Cl)Cl. Cell line: SK-MEL-2. Synergy scores: CSS=1.49, Synergy_ZIP=3.18, Synergy_Bliss=6.85, Synergy_Loewe=1.75, Synergy_HSA=2.36.